From a dataset of Peptide-MHC class I binding affinity with 185,985 pairs from IEDB/IMGT. Regression. Given a peptide amino acid sequence and an MHC pseudo amino acid sequence, predict their binding affinity value. This is MHC class I binding data. (1) The peptide sequence is PIDWKVCQR. The MHC is Patr-A0101 with pseudo-sequence Patr-A0101. The binding affinity (normalized) is 0.413. (2) The binding affinity (normalized) is 0.602. The MHC is H-2-Kb with pseudo-sequence H-2-Kb. The peptide sequence is VSFGAPSL.